Task: Predict the reactants needed to synthesize the given product.. Dataset: Full USPTO retrosynthesis dataset with 1.9M reactions from patents (1976-2016) The reactants are: [Cl:1][C:2]1[CH:3]=[C:4]2[C:8](=[CH:9][CH:10]=1)[NH:7][CH:6]=[C:5]2[CH2:11][CH2:12][NH:13][C:14](=[O:22])[C:15]1[CH:20]=[CH:19][CH:18]=[CH:17][C:16]=1I.B(O)(O)[C:24]1[CH:25]=[CH:26][C:27]([CH3:30])=[CH:28][CH:29]=1.C(=O)([O-])[O-].[Na+].[Na+]. Given the product [Cl:1][C:2]1[CH:3]=[C:4]2[C:8](=[CH:9][CH:10]=1)[NH:7][CH:6]=[C:5]2[CH2:11][CH2:12][NH:13][C:14]([C:15]1[C:16]([C:24]2[CH:29]=[CH:28][C:27]([CH3:30])=[CH:26][CH:25]=2)=[CH:17][CH:18]=[CH:19][CH:20]=1)=[O:22], predict the reactants needed to synthesize it.